This data is from Full USPTO retrosynthesis dataset with 1.9M reactions from patents (1976-2016). The task is: Predict the reactants needed to synthesize the given product. (1) The reactants are: [F:1][CH:2]([F:17])[CH2:3][CH2:4][CH2:5][N:6]1[C:14]2[C:9](=[N:10][CH:11]=[CH:12][CH:13]=2)[N:8]=[C:7]1[CH2:15]O.[CH:18]1([N:21]2[C:29]3[CH:28]=[CH:27][N:26]=[CH:25][C:24]=3[NH:23][C:22]2=[O:30])[CH2:20][CH2:19]1.C1(P(C2C=CC=CC=2)C2C=CC=CC=2)C=CC=CC=1.N(/C(OC(C)C)=O)=N\C(OC(C)C)=O. Given the product [CH:18]1([N:21]2[C:29]3[CH:28]=[CH:27][N:26]=[CH:25][C:24]=3[N:23]([CH2:15][C:7]3[N:6]([CH2:5][CH2:4][CH2:3][CH:2]([F:17])[F:1])[C:14]4[C:9]([N:8]=3)=[N:10][CH:11]=[CH:12][CH:13]=4)[C:22]2=[O:30])[CH2:20][CH2:19]1, predict the reactants needed to synthesize it. (2) The reactants are: Cl[C:2]1[NH:3][C:4]2[CH:10]=[CH:9][CH:8]=[CH:7][C:5]=2[N:6]=1.[F:11][C:12]1[C:18]([F:19])=[C:17]([F:20])[CH:16]=[CH:15][C:13]=1[NH2:14]. Given the product [N:6]1[C:5]2[CH:7]=[CH:8][CH:9]=[CH:10][C:4]=2[NH:3][C:2]=1[NH:14][C:13]1[CH:15]=[CH:16][C:17]([F:20])=[C:18]([F:19])[C:12]=1[F:11], predict the reactants needed to synthesize it.